This data is from Forward reaction prediction with 1.9M reactions from USPTO patents (1976-2016). The task is: Predict the product of the given reaction. (1) Given the reactants [NH2:1][CH2:2][CH2:3][CH2:4][CH2:5][CH2:6][C:7]([N:9]([CH3:34])[CH2:10][CH2:11][N:12]1[CH2:17][CH2:16][CH:15]([N:18]([C:22]2[CH:27]=[CH:26][CH:25]=[CH:24][C:23]=2[C:28]2[CH:33]=[CH:32][CH:31]=[CH:30][CH:29]=2)[C:19](=[O:21])[O-:20])[CH2:14][CH2:13]1)=[O:8].[F:35][C:36]([F:98])([F:97])[C:37]1[CH:38]=[C:39]([CH:90]=[C:91]([C:93]([F:96])([F:95])[F:94])[CH:92]=1)[C:40]([N:42]1[CH2:46][C@@:45]([CH2:54][CH2:55][N:56]2[CH2:61][CH2:60][C:59]3([C:69]4[C:64](=[CH:65][CH:66]=[CH:67][CH:68]=4)[CH2:63][C@@H:62]3[O:70][CH2:71][C:72]([N:74]([CH3:89])[CH2:75][CH2:76][CH2:77][N:78]([CH3:88])[C:79]([C:81]3[S:82][C:83]([CH:86]=O)=[CH:84][CH:85]=3)=[O:80])=[O:73])[CH2:58][CH2:57]2)([C:47]2[CH:52]=[CH:51][C:50]([F:53])=[CH:49][CH:48]=2)[O:44][CH2:43]1)=[O:41].C1(C)C=CC=CC=1.[C:106]([O:109][BH-](OC(=O)C)OC(=O)C)(=[O:108])[CH3:107].[Na+], predict the reaction product. The product is: [C:106]([O-:109])(=[O:108])[CH3:107].[NH4+:1].[F:95][C:93]([F:94])([F:96])[C:91]1[CH:90]=[C:39]([CH:38]=[C:37]([C:36]([F:35])([F:98])[F:97])[CH:92]=1)[C:40]([N:42]1[CH2:46][C@@:45]([CH2:54][CH2:55][N:56]2[CH2:57][CH2:58][C:59]3([C:69]4[C:64](=[CH:65][CH:66]=[CH:67][CH:68]=4)[CH2:63][C@@H:62]3[O:70][CH2:71][C:72]([N:74]([CH3:89])[CH2:75][CH2:76][CH2:77][N:78]([CH3:88])[C:79]([C:81]3[S:82][C:83]([CH2:86][NH:1][CH2:2][CH2:3][CH2:4][CH2:5][CH2:6][C:7]([N:9]([CH3:34])[CH2:10][CH2:11][N:12]4[CH2:13][CH2:14][CH:15]([N:18]([C:22]5[CH:27]=[CH:26][CH:25]=[CH:24][C:23]=5[C:28]5[CH:29]=[CH:30][CH:31]=[CH:32][CH:33]=5)[C:19](=[O:20])[O-:21])[CH2:16][CH2:17]4)=[O:8])=[CH:84][CH:85]=3)=[O:80])=[O:73])[CH2:60][CH2:61]2)([C:47]2[CH:48]=[CH:49][C:50]([F:53])=[CH:51][CH:52]=2)[O:44][CH2:43]1)=[O:41]. (2) Given the reactants Cl.[F:2][C:3]([F:12])([F:11])[CH2:4][CH2:5][O:6][CH:7]1[CH2:10][NH:9][CH2:8]1.CCN=C=NCCCN(C)C.C1C=CC2N(O)N=NC=2C=1.C(N(C(C)C)CC)(C)C.Cl.[O:44]=[C:45]1[NH:54][C:53]2[N:52]=[CH:51][C:50](/[CH:55]=[CH:56]/[C:57](O)=[O:58])=[CH:49][C:48]=2[CH2:47][CH2:46]1, predict the reaction product. The product is: [O:58]=[C:57]([N:9]1[CH2:10][CH:7]([O:6][CH2:5][CH2:4][C:3]([F:2])([F:11])[F:12])[CH2:8]1)/[CH:56]=[CH:55]/[C:50]1[CH:49]=[C:48]2[C:53](=[N:52][CH:51]=1)[NH:54][C:45](=[O:44])[CH2:46][CH2:47]2. (3) Given the reactants I[C:2]1[N:3]=[C:4]([NH2:20])[C:5]2[N:6]=[CH:7][N:8]([C:18]=2[N:19]=1)[C@@H:9]1[O:17][C@H:14]([CH2:15][OH:16])[C@@H:12]([OH:13])[C@H:10]1[OH:11].C(NC(C)C)(C)C.[C:28]([CH2:30][CH2:31][CH2:32][CH2:33][C:34]#[CH:35])#[N:29], predict the reaction product. The product is: [C:28]([CH2:30][CH2:31][CH2:32][CH2:33][C:34]#[C:35][C:2]1[N:3]=[C:4]([NH2:20])[C:5]2[N:6]=[CH:7][N:8]([C:18]=2[N:19]=1)[C@@H:9]1[O:17][C@H:14]([CH2:15][OH:16])[C@@H:12]([OH:13])[C@H:10]1[OH:11])#[N:29]. (4) Given the reactants C1([O:4][S:5](=[O:8])(=[O:7])[NH2:6])CC1.[Cl:9][C:10]1[CH:15]=[CH:14][CH:13]=[CH:12][C:11]=1[OH:16], predict the reaction product. The product is: [Cl:9][C:10]1[CH:15]=[CH:14][CH:13]=[CH:12][C:11]=1[NH:6][S:5](=[O:8])(=[O:7])[O-:4].[Cl:9][C:10]1[CH:15]=[CH:14][CH:13]=[CH:12][C:11]=1[O:16][S:5](=[O:7])(=[O:4])[NH2:6]. (5) Given the reactants C([O:8][C:9]1[N:14]=[C:13]([C:15]2[CH:16]=[CH:17][C:18]3[N:19]([CH:21]=[C:22]([C:24]([NH:26][C:27]4[CH:32]=[CH:31][CH:30]=[CH:29][CH:28]=4)=[O:25])[N:23]=3)[CH:20]=2)[CH:12]=[CH:11][CH:10]=1)C1C=CC=CC=1, predict the reaction product. The product is: [OH:8][C:9]1[N:14]=[C:13]([C:15]2[CH:16]=[CH:17][C:18]3[N:19]([CH:21]=[C:22]([C:24]([NH:26][C:27]4[CH:28]=[CH:29][CH:30]=[CH:31][CH:32]=4)=[O:25])[N:23]=3)[CH:20]=2)[CH:12]=[CH:11][CH:10]=1. (6) Given the reactants [N+:1]([C:4]1[CH:5]=[N:6][N:7]([CH2:9][CH:10]=O)[CH:8]=1)([O-:3])=[O:2].[NH:12]1[C:20]2[C:15](=[CH:16][CH:17]=[CH:18][CH:19]=2)[CH2:14][CH2:13]1, predict the reaction product. The product is: [N+:1]([C:4]1[CH:5]=[N:6][N:7]([CH2:9][CH2:10][N:12]2[C:20]3[C:15](=[CH:16][CH:17]=[CH:18][CH:19]=3)[CH2:14][CH2:13]2)[CH:8]=1)([O-:3])=[O:2]. (7) Given the reactants Cl.[OH:2][N:3]1[CH:7]=[CH:6][N:5]=[C:4]1[C:8]1[CH:13]=[CH:12][C:11]([O:14][CH3:15])=[CH:10][CH:9]=1.[CH3:16][N:17]([C:21]1[CH:26]=[CH:25][CH:24]=[CH:23][CH:22]=1)[C:18](Cl)=[O:19], predict the reaction product. The product is: [CH3:15][O:14][C:11]1[CH:10]=[CH:9][C:8]([C:4]2[N:3]([O:2][C:18](=[O:19])[N:17]([CH3:16])[C:21]3[CH:26]=[CH:25][CH:24]=[CH:23][CH:22]=3)[CH:7]=[CH:6][N:5]=2)=[CH:13][CH:12]=1. (8) Given the reactants [C:1]([C:3]1[CH:11]=[CH:10][C:6]([C:7]([OH:9])=[O:8])=[CH:5][CH:4]=1)#[CH:2].I[C:13]1[CH:20]=[CH:19][C:16]([CH:17]=[O:18])=[CH:15][CH:14]=1.C(NC(C)C)(C)C, predict the reaction product. The product is: [CH:17]([C:16]1[CH:19]=[CH:20][C:13]([C:2]#[C:1][C:3]2[CH:11]=[CH:10][C:6]([C:7]([OH:9])=[O:8])=[CH:5][CH:4]=2)=[CH:14][CH:15]=1)=[O:18]. (9) Given the reactants Cl[C:2]1[CH:7]=[CH:6][CH:5]=[CH:4][C:3]=1[C:8]1[CH:12]=[C:11]([CH2:13][CH2:14][CH:15]=O)[O:10][N:9]=1.[C:17]1([N:23]2[CH2:28][CH2:27][NH:26][CH2:25][CH2:24]2)[CH:22]=[CH:21][CH:20]=[CH:19][CH:18]=1.[BH-](OC(C)=O)(OC(C)=O)OC(C)=O.[Na+].C(Cl)[Cl:44], predict the reaction product. The product is: [Cl:44][C:6]1[CH:5]=[CH:4][C:3]([C:8]2[CH:12]=[C:11]([CH2:13][CH2:14][CH2:15][N:26]3[CH2:27][CH2:28][N:23]([C:17]4[CH:22]=[CH:21][CH:20]=[CH:19][CH:18]=4)[CH2:24][CH2:25]3)[O:10][N:9]=2)=[CH:2][CH:7]=1. (10) Given the reactants [F:1][C:2]([F:20])([F:19])[S:3]([O:6][C:7]1[C:11]([C:12]#[N:13])=[C:10]([NH:14][C:15](OC)=[O:16])[S:9][CH:8]=1)(=[O:5])=[O:4].[CH:21]([NH:23]N)=O.C([N:28](CCC)CCC)CC, predict the reaction product. The product is: [F:20][C:2]([F:1])([F:19])[S:3]([O:6][C:7]1[C:11]2[C:12]3[N:13]([N:28]=[CH:21][N:23]=3)[C:15](=[O:16])[NH:14][C:10]=2[S:9][CH:8]=1)(=[O:4])=[O:5].